From a dataset of Full USPTO retrosynthesis dataset with 1.9M reactions from patents (1976-2016). Predict the reactants needed to synthesize the given product. (1) The reactants are: C(O[C:6](=O)[N:7]([C@@H:9]([CH3:45])[C:10]([NH:12][C@@H:13]([CH:39]1[CH2:44][CH2:43][CH2:42][CH2:41][CH2:40]1)[C:14]([N:16]1[C@H:21]([C:22](=[O:34])[NH:23][C@H:24]2[C:33]3[C:28](=[CH:29][CH:30]=[CH:31][CH:32]=3)[O:27][CH2:26][CH2:25]2)[CH2:20][N:19]2[C@H:35]3[CH2:38][C@H:36]3[CH2:37][C@@H:18]2[CH2:17]1)=[O:15])=[O:11])C)(C)(C)C.C(OCC)(=O)C.[ClH:53]. Given the product [ClH:53].[ClH:53].[CH:39]1([C@H:13]([NH:12][C:10](=[O:11])[C@H:9]([CH3:45])[NH:7][CH3:6])[C:14]([N:16]2[C@H:21]([C:22]([NH:23][C@H:24]3[C:33]4[C:28](=[CH:29][CH:30]=[CH:31][CH:32]=4)[O:27][CH2:26][CH2:25]3)=[O:34])[CH2:20][N:19]3[C@H:35]4[CH2:38][C@H:36]4[CH2:37][C@@H:18]3[CH2:17]2)=[O:15])[CH2:40][CH2:41][CH2:42][CH2:43][CH2:44]1, predict the reactants needed to synthesize it. (2) The reactants are: [CH2:1]([NH:11][C:12]([O:14][C@H:15]([CH2:41][O:42][C:43](=[O:55])[NH:44][CH2:45][CH2:46][CH2:47][CH2:48][CH2:49][CH2:50][CH2:51][CH2:52][CH2:53][CH3:54])[CH2:16][S:17][CH2:18][C@H:19]([NH:23][C:24](=[O:40])[CH2:25][CH2:26][CH2:27][CH2:28][CH2:29][CH2:30][CH2:31][CH2:32][CH2:33][CH2:34][CH2:35][CH2:36][CH2:37][CH2:38][CH3:39])[C:20]([OH:22])=O)=[O:13])[CH2:2][CH2:3][CH2:4][CH2:5][CH2:6][CH2:7][CH2:8][CH2:9][CH3:10].CN(C(ON1N=NC2C=CC=CC1=2)=[N+](C)C)C.F[P-](F)(F)(F)(F)F.CCN(C(C)C)C(C)C.[NH2:89][CH2:90][CH2:91][O:92][CH2:93][CH2:94][O:95][CH2:96][CH2:97][O:98][CH2:99][CH2:100][P:101](=[O:108])([O:105][CH2:106][CH3:107])[O:102][CH2:103][CH3:104]. Given the product [CH2:106]([O:105][P:101]([CH2:100][CH2:99][O:98][CH2:97][CH2:96][O:95][CH2:94][CH2:93][O:92][CH2:91][CH2:90][NH:89][C:20](=[O:22])[C@@H:19]([NH:23][C:24](=[O:40])[CH2:25][CH2:26][CH2:27][CH2:28][CH2:29][CH2:30][CH2:31][CH2:32][CH2:33][CH2:34][CH2:35][CH2:36][CH2:37][CH2:38][CH3:39])[CH2:18][S:17][CH2:16][C@H:15]([O:14][C:12](=[O:13])[NH:11][CH2:1][CH2:2][CH2:3][CH2:4][CH2:5][CH2:6][CH2:7][CH2:8][CH2:9][CH3:10])[CH2:41][O:42][C:43](=[O:55])[NH:44][CH2:45][CH2:46][CH2:47][CH2:48][CH2:49][CH2:50][CH2:51][CH2:52][CH2:53][CH3:54])(=[O:108])[O:102][CH2:103][CH3:104])[CH3:107], predict the reactants needed to synthesize it. (3) The reactants are: [CH3:1][NH:2][C@H:3]1[CH2:8][CH2:7][C@H:6]([C:9]2[CH:18]=[CH:17][C:12]3[NH:13][C:14](=[O:16])[O:15][C:11]=3[CH:10]=2)[CH2:5][CH2:4]1.[Cl:19][C:20]1[CH:25]=[C:24]([Cl:26])[CH:23]=[CH:22][C:21]=1[CH2:27][CH2:28][CH:29]=O.Cl. Given the product [Cl:19][C:20]1[CH:25]=[C:24]([Cl:26])[CH:23]=[CH:22][C:21]=1[CH2:27][CH2:28][CH2:29][N:2]([CH3:1])[C@H:3]1[CH2:4][CH2:5][C@H:6]([C:9]2[CH:18]=[CH:17][C:12]3[NH:13][C:14](=[O:16])[O:15][C:11]=3[CH:10]=2)[CH2:7][CH2:8]1, predict the reactants needed to synthesize it.